The task is: Binary Classification. Given a drug SMILES string, predict its activity (active/inactive) in a high-throughput screening assay against a specified biological target.. This data is from Tyrosyl-DNA phosphodiesterase HTS with 341,365 compounds. (1) The result is 0 (inactive). The drug is s1c(N(C(=O)CC(C)C)CC)nnc1Cn1nnc2c1cccc2. (2) The molecule is S(=O)(=O)(NCC(=O)N(CCc1ccccc1)CC(=O)NCc1occc1)c1ccccc1. The result is 0 (inactive).